This data is from Catalyst prediction with 721,799 reactions and 888 catalyst types from USPTO. The task is: Predict which catalyst facilitates the given reaction. (1) Reactant: [CH3:1][O:2][C:3](=[O:23])[C:4]1[C:9](OS(C(F)(F)F)(=O)=O)=[CH:8][CH:7]=[CH:6][C:5]=1[CH2:18][C:19]([O:21][CH3:22])=[O:20].[Li+].[Cl-].[CH3:26][CH2:27]N(CC)CC.C([Sn](CCCC)(CCCC)C=C)CCC. Product: [CH3:1][O:2][C:3](=[O:23])[C:4]1[C:9]([CH:26]=[CH2:27])=[CH:8][CH:7]=[CH:6][C:5]=1[CH2:18][C:19]([O:21][CH3:22])=[O:20]. The catalyst class is: 77. (2) Reactant: [CH3:1][C:2]1([CH3:12])[O:6][C@@H:5]2[CH2:7][CH2:8][CH2:9][C@@H:10]([NH2:11])[C@@H:4]2[O:3]1.[CH3:13][C:14]1([CH3:38])[CH2:23][CH2:22][C:21]([CH3:25])([CH3:24])[C:20]2[CH:19]=[C:18]([C:26]3[N:27]=[C:28]([N:31]4[CH2:36][CH2:35][C:34](=O)[CH2:33][CH2:32]4)[S:29][CH:30]=3)[CH:17]=[CH:16][C:15]1=2. Product: [CH3:1][C:2]1([CH3:12])[O:6][C@@H:5]2[CH2:7][CH2:8][CH2:9][C@@H:10]([NH:11][CH:34]3[CH2:35][CH2:36][N:31]([C:28]4[S:29][CH:30]=[C:26]([C:18]5[CH:17]=[CH:16][C:15]6[C:14]([CH3:38])([CH3:13])[CH2:23][CH2:22][C:21]([CH3:25])([CH3:24])[C:20]=6[CH:19]=5)[N:27]=4)[CH2:32][CH2:33]3)[C@@H:4]2[O:3]1. The catalyst class is: 1. (3) Reactant: [C:1]([C:3]1[N:4]=[N:5][C:6]2[C:11]([C:12]=1[NH:13][C:14]1[CH:19]=[CH:18][C:17]([CH3:20])=[CH:16][C:15]=1[F:21])=[CH:10][C:9]([C:22]1[CH2:27][CH2:26][N:25](C(OC(C)(C)C)=O)[CH2:24][CH:23]=1)=[C:8]([O:35][CH3:36])[CH:7]=2)#[N:2].FC(F)(F)C(O)=O. Product: [F:21][C:15]1[CH:16]=[C:17]([CH3:20])[CH:18]=[CH:19][C:14]=1[NH:13][C:12]1[C:11]2[C:6](=[CH:7][C:8]([O:35][CH3:36])=[C:9]([C:22]3[CH2:27][CH2:26][NH:25][CH2:24][CH:23]=3)[CH:10]=2)[N:5]=[N:4][C:3]=1[C:1]#[N:2]. The catalyst class is: 2. (4) Reactant: CS(C)=O.C(Cl)(=O)C(Cl)=O.[OH:11][CH2:12][CH2:13][CH2:14][CH2:15][C:16]1[N:17]([CH2:44][CH2:45][CH3:46])[N:18]=[C:19]2[C:28]=1[C:27]1[CH:26]=[CH:25][CH:24]=[CH:23][C:22]=1[N:21]=[C:20]2[N:29]([C:37]([O:39][C:40]([CH3:43])([CH3:42])[CH3:41])=[O:38])[C:30]([O:32][C:33]([CH3:36])([CH3:35])[CH3:34])=[O:31].C(N(CC)CC)C. Product: [O:11]=[CH:12][CH2:13][CH2:14][CH2:15][C:16]1[N:17]([CH2:44][CH2:45][CH3:46])[N:18]=[C:19]2[C:28]=1[C:27]1[CH:26]=[CH:25][CH:24]=[CH:23][C:22]=1[N:21]=[C:20]2[N:29]([C:37]([O:39][C:40]([CH3:43])([CH3:42])[CH3:41])=[O:38])[C:30]([O:32][C:33]([CH3:36])([CH3:35])[CH3:34])=[O:31]. The catalyst class is: 4. (5) Reactant: [F:1][C:2]1[CH:3]=[C:4]([Mg]Br)[CH:5]=[CH:6][CH:7]=1.[CH:10](=[O:17])[C:11]1[CH:16]=[CH:15][CH:14]=[N:13][CH:12]=1. Product: [F:1][C:2]1[CH:3]=[C:4]([CH:10]([C:11]2[CH:12]=[N:13][CH:14]=[CH:15][CH:16]=2)[OH:17])[CH:5]=[CH:6][CH:7]=1. The catalyst class is: 1. (6) Reactant: [CH2:1]([O:4][C:5]([CH3:9])([CH3:8])[CH2:6][OH:7])[CH:2]=[CH2:3].C1C=C(Cl)C=C(C(OO)=[O:18])C=1.C([O-])(O)=O.[Na+]. Product: [CH3:8][C:5]([O:4][CH2:1][CH:2]1[CH2:3][O:18]1)([CH3:9])[CH2:6][OH:7]. The catalyst class is: 2. (7) Reactant: [F:1][C:2]1[C:11]2[O:10][CH2:9][CH:8]([NH:12][CH2:13][CH2:14][C:15]3[C:19]4[CH:20]=[CH:21][CH:22]=[C:23]([O:24][CH3:25])[C:18]=4[O:17][CH:16]=3)[CH2:7][C:6]=2[C:5]([C:26]([NH2:28])=[O:27])=[CH:4][CH:3]=1.[C:29](O)(=O)[CH3:30].C(=O)C.C([BH3-])#N.[Na+]. Product: [CH2:29]([N:12]([CH2:13][CH2:14][C:15]1[C:19]2[CH:20]=[CH:21][CH:22]=[C:23]([O:24][CH3:25])[C:18]=2[O:17][CH:16]=1)[CH:8]1[CH2:7][C:6]2[C:5]([C:26]([NH2:28])=[O:27])=[CH:4][CH:3]=[C:2]([F:1])[C:11]=2[O:10][CH2:9]1)[CH3:30]. The catalyst class is: 5.